This data is from Forward reaction prediction with 1.9M reactions from USPTO patents (1976-2016). The task is: Predict the product of the given reaction. Given the reactants Cl[C:2]1[C:3]2[C:4](=[CH:16][N:17](CC3C=CC(OC)=CC=3)[N:18]=2)[N:5]=[C:6]([C:8]2[CH:13]=[CH:12][C:11]([O:14][CH3:15])=[CH:10][CH:9]=2)[N:7]=1.[O:28]1[CH2:33][CH2:32][N:31]([C:34]2[CH:40]=[CH:39][C:37]([NH2:38])=[CH:36][CH:35]=2)[CH2:30][CH2:29]1.Cl, predict the reaction product. The product is: [CH3:15][O:14][C:11]1[CH:10]=[CH:9][C:8]([C:6]2[N:7]=[C:2]([NH:38][C:37]3[CH:36]=[CH:35][C:34]([N:31]4[CH2:32][CH2:33][O:28][CH2:29][CH2:30]4)=[CH:40][CH:39]=3)[C:3]3[NH:18][N:17]=[CH:16][C:4]=3[N:5]=2)=[CH:13][CH:12]=1.